Dataset: HIV replication inhibition screening data with 41,000+ compounds from the AIDS Antiviral Screen. Task: Binary Classification. Given a drug SMILES string, predict its activity (active/inactive) in a high-throughput screening assay against a specified biological target. (1) The result is 0 (inactive). The molecule is C=C(C)C#CC(O)(C(=O)OC1CCN(C)CC1)c1cccs1. (2) The drug is CN1C(=O)C(O)CC1c1cccc(C(F)(F)F)c1. The result is 0 (inactive).